Dataset: Forward reaction prediction with 1.9M reactions from USPTO patents (1976-2016). Task: Predict the product of the given reaction. (1) Given the reactants [F:1][C:2]1[CH:3]=[C:4]([N+:9]([O-:11])=[O:10])[CH:5]=[CH:6][C:7]=1F.[NH:12]1[CH2:16][CH2:15][CH2:14][CH2:13]1.CCN(CC)CC, predict the reaction product. The product is: [F:1][C:2]1[CH:3]=[C:4]([N+:9]([O-:11])=[O:10])[CH:5]=[CH:6][C:7]=1[N:12]1[CH2:16][CH2:15][CH2:14][CH2:13]1. (2) Given the reactants [NH2:1][C@H:2]([C:6]([OH:8])=[O:7])[CH:3]([CH3:5])[CH3:4].[OH-].[Na+:10], predict the reaction product. The product is: [NH2:1][CH:2]([CH:3]([CH3:5])[CH3:4])[C:6]([O-:8])=[O:7].[Na+:10]. (3) The product is: [ClH:53].[ClH:53].[CH3:50][C:49]1[C:20]([CH2:19][CH2:18][C:17]([O:16][CH2:14][CH3:15])=[O:52])=[C:21]([CH3:51])[C:22]2[C:30]3[C:25](=[CH:26][CH:27]=[CH:28][CH:29]=3)[N:24]([CH2:31][C:32]3[CH:33]=[CH:34][C:35]([C@H:38]([CH:42]4[CH2:47][CH2:46][O:45][CH2:44][CH2:43]4)[C:6](=[O:7])[N:8]4[CH2:9][CH2:10][NH:11][CH2:12][CH2:13]4)=[CH:36][CH:37]=3)[C:23]=2[N:48]=1. Given the reactants C(O[C:6]([N:8]1[CH2:13][CH2:12][NH:11][CH2:10][CH2:9]1)=[O:7])(C)(C)C.[CH2:14]([O:16][C:17](=[O:52])[CH2:18][CH2:19][C:20]1[C:49]([CH3:50])=[N:48][C:23]2[N:24]([CH2:31][C:32]3[CH:37]=[CH:36][C:35]([C@H:38]([CH:42]4[CH2:47][CH2:46][O:45][CH2:44][CH2:43]4)C(O)=O)=[CH:34][CH:33]=3)[C:25]3[C:30]([C:22]=2[C:21]=1[CH3:51])=[CH:29][CH:28]=[CH:27][CH:26]=3)[CH3:15].[ClH:53].C(N=C=NCCCN(C)C)C.ON1C2C=CC=CC=2N=N1.C(=O)(O)[O-].[Na+].Cl, predict the reaction product. (4) Given the reactants Cl[C:2]1[C:10]([N+:11]([O-:13])=[O:12])=[CH:9][C:8]([C:14]([F:17])([F:16])[F:15])=[CH:7][C:3]=1[C:4]([OH:6])=[O:5].[OH-].[NH4+:19].Cl, predict the reaction product. The product is: [NH2:19][C:2]1[C:10]([N+:11]([O-:13])=[O:12])=[CH:9][C:8]([C:14]([F:17])([F:16])[F:15])=[CH:7][C:3]=1[C:4]([OH:6])=[O:5].